This data is from Forward reaction prediction with 1.9M reactions from USPTO patents (1976-2016). The task is: Predict the product of the given reaction. (1) Given the reactants C[O:2][C:3](=[O:24])[CH2:4][CH2:5][N:6]1[C:11]2[CH:12]=[C:13]([C:16]([F:19])([F:18])[F:17])[CH:14]=[CH:15][C:10]=2[O:9][CH:8]([CH:20]([CH3:22])[CH3:21])[C:7]1=[O:23].[OH-].[Na+], predict the reaction product. The product is: [CH:20]([CH:8]1[C:7](=[O:23])[N:6]([CH2:5][CH2:4][C:3]([OH:24])=[O:2])[C:11]2[CH:12]=[C:13]([C:16]([F:18])([F:19])[F:17])[CH:14]=[CH:15][C:10]=2[O:9]1)([CH3:22])[CH3:21]. (2) Given the reactants [N+:1](/[CH:4]=[C:5]1\[NH:6][C:7]2[CH:15]=[CH:14][CH:13]=[CH:12][C:8]=2[CH2:9][CH2:10][CH2:11]\1)([O-])=O.[H-].[Al+3].[Li+].[H-].[H-].[H-].O, predict the reaction product. The product is: [NH:6]1[C:7]2[CH:15]=[CH:14][CH:13]=[CH:12][C:8]=2[CH2:9][CH2:10][CH2:11][CH:5]1[CH2:4][NH2:1]. (3) Given the reactants [Cl:1][C:2]1[CH:7]=[CH:6][C:5]([CH2:8][CH2:9][O:10][C:11]2[N:12]=[C:13]([NH2:50])[C:14]3[N:15]=[CH:16][N:17]([C:48]=3[N:49]=2)[C@@H:18]2[O:47][C@H:37]([CH2:38][O:39][Si](C(C)(C)C)(C)C)[C@@H:28]([O:29][Si](C(C)(C)C)(C)C)[C@H:19]2[O:20][Si](C(C)(C)C)(C)C)=[CH:4][CH:3]=1.N1C=CC=CC=1.F, predict the reaction product. The product is: [Cl:1][C:2]1[CH:3]=[CH:4][C:5]([CH2:8][CH2:9][O:10][C:11]2[N:12]=[C:13]([NH2:50])[C:14]3[N:15]=[CH:16][N:17]([C:48]=3[N:49]=2)[C@@H:18]2[O:47][C@H:37]([CH2:38][OH:39])[C@@H:28]([OH:29])[C@H:19]2[OH:20])=[CH:6][CH:7]=1. (4) Given the reactants [CH3:1][C:2]([O:5][C:6]([NH:8][C@H:9]([C:17]([OH:19])=O)[CH2:10][C:11]1[CH:16]=[CH:15][CH:14]=[CH:13][CH:12]=1)=[O:7])([CH3:4])[CH3:3].N1C=CC=CC=1.N1C(F)=NC(F)=NC=1F.[NH2:35][C:36]1[C:40]2[CH:41]=[C:42]([Br:45])[CH:43]=[CH:44][C:39]=2[O:38][C:37]=1[C:46]([NH2:48])=[O:47].Cl, predict the reaction product. The product is: [NH2:48][C:46]([C:37]1[O:38][C:39]2[CH:44]=[CH:43][C:42]([Br:45])=[CH:41][C:40]=2[C:36]=1[NH:35][C:17](=[O:19])[C@H:9]([CH2:10][C:11]1[CH:12]=[CH:13][CH:14]=[CH:15][CH:16]=1)[NH:8][C:6]([O:5][C:2]([CH3:1])([CH3:3])[CH3:4])=[O:7])=[O:47]. (5) Given the reactants CN(C(ON1N=NC2C=CC=NC1=2)=[N+](C)C)C.F[P-](F)(F)(F)(F)F.Cl.[O:26]=[C:27]1[N:36]([CH:37]([CH3:41])[C:38]([OH:40])=O)[CH:35]=[CH:34][C:33]2[N:32]=[CH:31][CH:30]=[CH:29][C:28]1=2.[F:42][C:43]1[C:44]([NH:55][NH2:56])=[N:45][CH:46]=[C:47]([C:49]2[CH:50]=[N:51][N:52]([CH3:54])[CH:53]=2)[CH:48]=1.CCN(C(C)C)C(C)C, predict the reaction product. The product is: [F:42][C:43]1[C:44]([NH:55][NH:56][C:38](=[O:40])[CH:37]([N:36]2[CH:35]=[CH:34][C:33]3[N:32]=[CH:31][CH:30]=[CH:29][C:28]=3[C:27]2=[O:26])[CH3:41])=[N:45][CH:46]=[C:47]([C:49]2[CH:50]=[N:51][N:52]([CH3:54])[CH:53]=2)[CH:48]=1. (6) The product is: [O:18]1[CH2:17][CH2:16][O:27][CH:19]1[C:20]1[CH:21]=[C:22](/[N:26]=[CH:1]/[C:3]2[C:4]([N+:13]([O-:15])=[O:14])=[C:5]([CH:10]=[CH:11][CH:12]=2)[C:6]([O:8][CH3:9])=[O:7])[CH:23]=[CH:24][CH:25]=1. Given the reactants [CH:1]([C:3]1[C:4]([N+:13]([O-:15])=[O:14])=[C:5]([CH:10]=[CH:11][CH:12]=1)[C:6]([O:8][CH3:9])=[O:7])=O.[CH2:16]1[O:27][CH:19]([C:20]2[CH:25]=[CH:24][CH:23]=[C:22]([NH2:26])[CH:21]=2)[O:18][CH2:17]1, predict the reaction product. (7) Given the reactants Br[C:2]1[CH:3]=[N:4][C:5]2[N:6]([CH:8]=[C:9]([CH2:11][O:12][C:13]3[CH:18]=[CH:17][C:16]([F:19])=[CH:15][CH:14]=3)[N:10]=2)[CH:7]=1.[F:20][C:21]1[CH:26]=[C:25](B(O)O)[CH:24]=[CH:23][N:22]=1, predict the reaction product. The product is: [F:19][C:16]1[CH:17]=[CH:18][C:13]([O:12][CH2:11][C:9]2[N:10]=[C:5]3[N:4]=[CH:3][C:2]([C:25]4[CH:24]=[CH:23][N:22]=[C:21]([F:20])[CH:26]=4)=[CH:7][N:6]3[CH:8]=2)=[CH:14][CH:15]=1. (8) Given the reactants Cl[CH2:2][C:3]([NH:5][C:6]1[CH:25]=[CH:24][C:9]2[N:10]=[C:11]([NH:14][C@H:15]3[C:23]4[C:18](=[CH:19][CH:20]=[CH:21][CH:22]=4)[CH2:17][CH2:16]3)[O:12][CH2:13][C:8]=2[CH:7]=1)=[O:4].[CH3:26][O:27][CH:28](N)[CH3:29].C(#[N:33])C, predict the reaction product. The product is: [C@H:15]1([NH:14][C:11]2[O:12][CH2:13][C:8]3[CH:7]=[C:6]([NH:5][C:3](=[O:4])[CH2:2][NH:33][CH2:29][CH2:28][O:27][CH3:26])[CH:25]=[CH:24][C:9]=3[N:10]=2)[C:23]2[C:18](=[CH:19][CH:20]=[CH:21][CH:22]=2)[CH2:17][CH2:16]1. (9) Given the reactants Cl[C:2]1[CH:7]=[CH:6][N:5]=[C:4]([S:8][CH3:9])[N:3]=1.O.C(=O)(O)[O-].[Na+].[IH:16], predict the reaction product. The product is: [I:16][C:2]1[CH:7]=[CH:6][N:5]=[C:4]([S:8][CH3:9])[N:3]=1.